Dataset: Forward reaction prediction with 1.9M reactions from USPTO patents (1976-2016). Task: Predict the product of the given reaction. (1) Given the reactants [OH:1][C@@:2]([CH3:64])([C:16](=[O:63])[C@@H:17]([NH:22][C:23](=[O:62])[C@@H:24]([NH:32][C:33](=[O:61])[C@@H:34]([NH:39][C:40](=[O:60])[C@@H:41]([NH:50][C:51](=[O:59])[CH2:52][N:53]1[CH2:58][CH2:57][O:56][CH2:55][CH2:54]1)[CH2:42][CH2:43][C:44]1[CH:49]=[CH:48][CH:47]=[CH:46][CH:45]=1)[CH2:35][CH:36]([CH3:38])[CH3:37])[CH2:25][C:26]1[CH:31]=[CH:30][CH:29]=[CH:28][CH:27]=1)[CH2:18][CH:19]([CH3:21])[CH3:20])[CH2:3][O:4][S:5]([CH2:8][CH2:9][CH2:10][CH2:11][CH2:12][C:13](O)=[O:14])(=[O:7])=[O:6].[CH3:65][O:66][CH2:67][CH2:68][O:69][CH2:70][CH2:71][O:72][CH2:73][CH2:74][O:75][CH2:76][CH2:77][O:78][CH2:79][CH2:80][O:81][CH2:82][CH2:83][O:84][CH2:85][CH2:86][O:87][CH2:88][CH2:89][NH2:90], predict the reaction product. The product is: [O:14]=[C:13]([CH2:12][CH2:11][CH2:10][CH2:9][CH2:8][S:5]([O:4][CH2:3][C:2]([OH:1])([CH3:64])[C:16](=[O:63])[C@H:17]([CH2:18][CH:19]([CH3:20])[CH3:21])[NH:22][C:23](=[O:62])[C@H:24]([CH2:25][C:26]1[CH:27]=[CH:28][CH:29]=[CH:30][CH:31]=1)[NH:32][C:33](=[O:61])[C@H:34]([CH2:35][CH:36]([CH3:37])[CH3:38])[NH:39][C:40](=[O:60])[C@H:41]([CH2:42][CH2:43][C:44]1[CH:49]=[CH:48][CH:47]=[CH:46][CH:45]=1)[NH:50][C:51](=[O:59])[CH2:52][N:53]1[CH2:54][CH2:55][O:56][CH2:57][CH2:58]1)(=[O:7])=[O:6])[NH:90][CH2:89][CH2:88][O:87][CH2:86][CH2:85][O:84][CH2:83][CH2:82][O:81][CH2:80][CH2:79][O:78][CH2:77][CH2:76][O:75][CH2:74][CH2:73][O:72][CH2:71][CH2:70][O:69][CH2:68][CH2:67][O:66][CH3:65]. (2) Given the reactants [H-].[Na+].[Cl:3][C:4]1[CH:9]=[C:8]([C:10]2[CH:15]=[N:14][CH:13]=[C:12]([CH3:16])[N:11]=2)[CH:7]=[CH:6][C:5]=1[C:17]1[C:28](=[O:29])[NH:27][C:20]2[N:21]=[C:22]([S:25][CH3:26])[N:23]=[CH:24][C:19]=2[CH:18]=1.Br[CH2:31][CH2:32][O:33][Si:34]([C:37]([CH3:40])([CH3:39])[CH3:38])([CH3:36])[CH3:35], predict the reaction product. The product is: [Si:34]([O:33][CH2:32][CH2:31][N:27]1[C:20]2[N:21]=[C:22]([S:25][CH3:26])[N:23]=[CH:24][C:19]=2[CH:18]=[C:17]([C:5]2[CH:6]=[CH:7][C:8]([C:10]3[CH:15]=[N:14][CH:13]=[C:12]([CH3:16])[N:11]=3)=[CH:9][C:4]=2[Cl:3])[C:28]1=[O:29])([C:37]([CH3:40])([CH3:39])[CH3:38])([CH3:36])[CH3:35]. (3) Given the reactants [CH:1]1([C:4]#[CH:5])[CH2:3][CH2:2]1.[NH2:6][C:7]1[C:17](Br)=[CH:16][C:10]([C:11]([O:13][CH2:14][CH3:15])=[O:12])=[CH:9][N:8]=1, predict the reaction product. The product is: [NH2:6][C:7]1[C:17]([C:5]#[C:4][CH:1]2[CH2:3][CH2:2]2)=[CH:16][C:10]([C:11]([O:13][CH2:14][CH3:15])=[O:12])=[CH:9][N:8]=1.